This data is from CYP2D6 inhibition data for predicting drug metabolism from PubChem BioAssay. The task is: Regression/Classification. Given a drug SMILES string, predict its absorption, distribution, metabolism, or excretion properties. Task type varies by dataset: regression for continuous measurements (e.g., permeability, clearance, half-life) or binary classification for categorical outcomes (e.g., BBB penetration, CYP inhibition). Dataset: cyp2d6_veith. (1) The drug is CN(C)/C=C/C(=O)c1ccc(Cl)cc1. The result is 0 (non-inhibitor). (2) The compound is O=[N+]([O-])c1ccc(Cl)c(CNc2ncnc3c2ncn3[C@@H]2CCCCO2)c1. The result is 0 (non-inhibitor).